From a dataset of Catalyst prediction with 721,799 reactions and 888 catalyst types from USPTO. Predict which catalyst facilitates the given reaction. Reactant: [CH3:1][O:2][C:3](=[O:21])[C:4]([N:6]([C:14]([O:16][C:17]([CH3:20])([CH3:19])[CH3:18])=[O:15])[C:7]([O:9][C:10]([CH3:13])([CH3:12])[CH3:11])=[O:8])=[CH2:5].[CH2:22]([O:29][C:30]1[CH:35]=[CH:34][NH:33][C:32](=[O:36])[CH:31]=1)[C:23]1[CH:28]=[CH:27][CH:26]=[CH:25][CH:24]=1.C(=O)([O-])[O-].[Cs+].[Cs+]. Product: [CH3:1][O:2][C:3](=[O:21])[CH:4]([N:6]([C:14]([O:16][C:17]([CH3:20])([CH3:19])[CH3:18])=[O:15])[C:7]([O:9][C:10]([CH3:13])([CH3:12])[CH3:11])=[O:8])[CH2:5][N:33]1[CH:34]=[CH:35][C:30]([O:29][CH2:22][C:23]2[CH:24]=[CH:25][CH:26]=[CH:27][CH:28]=2)=[CH:31][C:32]1=[O:36]. The catalyst class is: 10.